Task: Predict the reaction yield, written as a fraction of the theoretical maximum amount of product (1.0 means a 100% yield; for example, 0.34 means a 34% yield).. Dataset: Reaction yield outcomes from USPTO patents with 853,638 reactions (1) The reactants are [Cl-].[Al+3].[Cl-].[Cl-].Br[C:6]12[CH2:13][CH2:12][C:9]([C:14]([O:16][CH3:17])=[O:15])([CH2:10][CH2:11]1)[CH2:8][CH2:7]2. The catalyst is C1C=CC=CC=1. The product is [C:6]1([C:6]23[CH2:13][CH2:12][C:9]([C:14]([O:16][CH3:17])=[O:15])([CH2:10][CH2:11]2)[CH2:8][CH2:7]3)[CH:11]=[CH:10][CH:9]=[CH:8][CH:7]=1. The yield is 0.488. (2) The reactants are [NH2:1][C:2]1[CH:10]=[CH:9][C:8](I)=[CH:7][C:3]=1[C:4]([OH:6])=[O:5].[Si:12]([C:16]#[CH:17])([CH3:15])([CH3:14])[CH3:13].C(N(CC)CC)C. The catalyst is [Cu](I)I. The product is [NH2:1][C:2]1[CH:10]=[CH:9][C:8]([C:17]#[C:16][Si:12]([CH3:15])([CH3:14])[CH3:13])=[CH:7][C:3]=1[C:4]([OH:6])=[O:5]. The yield is 0.710. (3) The reactants are [Br:1][C:2]1[CH:3]=[C:4]2[C:13](=[CH:14][CH:15]=1)[C:7]1([CH2:12][CH2:11][O:10][CH2:9][CH2:8]1)[CH:6]=[C:5]2[C:16]1[CH:21]=[CH:20][N:19]=[C:18]([NH2:22])[N:17]=1.C1C(=O)N([Cl:30])C(=O)C1. The catalyst is C(#N)C. The product is [Br:1][C:2]1[CH:3]=[C:4]2[C:13](=[CH:14][CH:15]=1)[C:7]1([CH2:12][CH2:11][O:10][CH2:9][CH2:8]1)[CH:6]=[C:5]2[C:16]1[C:21]([Cl:30])=[CH:20][N:19]=[C:18]([NH2:22])[N:17]=1. The yield is 0.600. (4) The yield is 0.560. The product is [Br:1][C:2]1[C:3](=[O:17])[NH:4][C:5](=[O:16])[N:6]([CH2:19][C:20]2[CH:29]=[CH:28][C:27]3[C:22](=[CH:23][CH:24]=[CH:25][CH:26]=3)[CH:21]=2)[N:7]=1. No catalyst specified. The reactants are [Br:1][C:2]1[C:3](=[O:17])[NH:4][C:5](=[O:16])[N:6](CCC2C=CC=CC=2)[N:7]=1.Br[CH2:19][C:20]1[CH:29]=[CH:28][C:27]2[C:22](=[CH:23][CH:24]=[CH:25][CH:26]=2)[CH:21]=1.C(I)CC1C=CC=CC=1. (5) The product is [Cl:1][C:2]1[CH:11]=[CH:10][C:9]2[N:8]=[CH:7][C:6]3[CH2:12][O:13][C:39](=[O:41])[N:14]([C:15]4[CH:20]=[CH:19][C:18]([N:21]5[CH2:22][CH2:23][N:24]([C:27]([O:29][C:30]([CH3:33])([CH3:32])[CH3:31])=[O:28])[CH2:25][CH2:26]5)=[C:17]([C:34]([F:37])([F:35])[F:36])[CH:16]=4)[C:5]=3[C:4]=2[CH:3]=1. The reactants are [Cl:1][C:2]1[CH:3]=[C:4]2[C:9](=[CH:10][CH:11]=1)[N:8]=[CH:7][C:6]([CH2:12][OH:13])=[C:5]2[NH:14][C:15]1[CH:20]=[CH:19][C:18]([N:21]2[CH2:26][CH2:25][N:24]([C:27]([O:29][C:30]([CH3:33])([CH3:32])[CH3:31])=[O:28])[CH2:23][CH2:22]2)=[C:17]([C:34]([F:37])([F:36])[F:35])[CH:16]=1.Cl[C:39](Cl)([O:41]C(=O)OC(Cl)(Cl)Cl)Cl.CCN(CC)CC. The yield is 0.570. The catalyst is ClCCl. (6) The yield is 0.313. The catalyst is CN(C=O)C.CO. The reactants are [Cl:1][C:2]1[CH:3]=[C:4]([NH:8][C:9]2[O:13][C:12]([C:14]3[CH:19]=[CH:18][C:17]([OH:20])=[CH:16][CH:15]=3)=[N:11][N:10]=2)[CH:5]=[CH:6][CH:7]=1.C[Si]([N-][Si](C)(C)C)(C)C.[K+].Cl[C:32]1[N:37]=[C:36]([NH2:38])[N:35]=[C:34]([NH2:39])[CH:33]=1.C([O-])([O-])=O.[K+].[K+]. The product is [Cl:1][C:2]1[CH:3]=[C:4]([NH:8][C:9]2[O:13][C:12]([C:14]3[CH:19]=[CH:18][C:17]([O:20][C:32]4[N:37]=[C:36]([NH2:38])[N:35]=[C:34]([NH2:39])[CH:33]=4)=[CH:16][CH:15]=3)=[N:11][N:10]=2)[CH:5]=[CH:6][CH:7]=1. (7) The reactants are [CH3:1][O:2][CH2:3][O:4][C:5]1[CH:6]=[C:7]([CH2:15][OH:16])[CH:8]=[C:9]([O:11][CH2:12][O:13][CH3:14])[CH:10]=1.C1C(=O)N([Br:24])C(=O)C1. The catalyst is CN(C=O)C.C(OCC)(=O)C. The product is [Br:24][C:6]1[C:5]([O:4][CH2:3][O:2][CH3:1])=[CH:10][C:9]([O:11][CH2:12][O:13][CH3:14])=[CH:8][C:7]=1[CH2:15][OH:16]. The yield is 0.830.